From a dataset of Catalyst prediction with 721,799 reactions and 888 catalyst types from USPTO. Predict which catalyst facilitates the given reaction. Reactant: [C:1]([O:5][C:6](=[O:22])[NH:7][CH2:8][C:9]#[C:10][C:11]1[CH:16]=[CH:15][C:14]([O:17][C:18]([F:21])([F:20])[F:19])=[CH:13][CH:12]=1)([CH3:4])([CH3:3])[CH3:2].I[CH3:24].[H-].[Na+]. Product: [C:1]([O:5][C:6](=[O:22])[N:7]([CH3:24])[CH2:8][C:9]#[C:10][C:11]1[CH:12]=[CH:13][C:14]([O:17][C:18]([F:20])([F:21])[F:19])=[CH:15][CH:16]=1)([CH3:4])([CH3:2])[CH3:3]. The catalyst class is: 3.